Task: Regression/Classification. Given a drug SMILES string, predict its absorption, distribution, metabolism, or excretion properties. Task type varies by dataset: regression for continuous measurements (e.g., permeability, clearance, half-life) or binary classification for categorical outcomes (e.g., BBB penetration, CYP inhibition). Dataset: cyp1a2_veith.. Dataset: CYP1A2 inhibition data for predicting drug metabolism from PubChem BioAssay (1) The molecule is O=c1cnc2cnc(Oc3cccc(Cl)c3)nc2n1C[C@H]1CCCO1. The result is 1 (inhibitor). (2) The compound is COc1ccccc1-c1cc(NCc2cnc(C)cn2)ncn1. The result is 1 (inhibitor). (3) The molecule is CCN(CC)C(=O)CSc1nc2ccc(NC(=O)CSc3nnc(COc4ccccc4C)n3C)cc2s1. The result is 0 (non-inhibitor). (4) The compound is COc1ccc(-n2c(=O)c(-c3cn(C)c4ccccc34)nc3cncnc32)cc1. The result is 1 (inhibitor). (5) The result is 0 (non-inhibitor). The molecule is Cc1cc(NC(=O)COC(=O)c2ccc(S(=O)(=O)N3CCCc4ccccc43)cc2)no1. (6) The result is 1 (inhibitor). The molecule is CCC(=O)Nc1ccccc1C(=O)OCC(=O)c1ccccc1.